Dataset: Reaction yield outcomes from USPTO patents with 853,638 reactions. Task: Predict the reaction yield, written as a fraction of the theoretical maximum amount of product (1.0 means a 100% yield; for example, 0.34 means a 34% yield). (1) The reactants are [NH2:1][C:2]1[CH:3]=[C:4]([CH2:11][N:12]2[C@H:17]([CH3:18])[CH2:16][N:15]([C:19]([O:21][C:22]([CH3:25])([CH3:24])[CH3:23])=[O:20])[C@@H:14]([CH3:26])[CH2:13]2)[C:5]2[O:9][CH:8]=[CH:7][C:6]=2[CH:10]=1.[CH3:27][O:28][C:29]1[CH:34]=[CH:33][C:32]([CH3:35])=[CH:31][C:30]=1[S:36](Cl)(=[O:38])=[O:37].N1C=CC=CC=1. The catalyst is C(Cl)Cl. The product is [CH3:27][O:28][C:29]1[CH:34]=[CH:33][C:32]([CH3:35])=[CH:31][C:30]=1[S:36]([NH:1][C:2]1[CH:3]=[C:4]([CH2:11][N:12]2[C@H:17]([CH3:18])[CH2:16][N:15]([C:19]([O:21][C:22]([CH3:24])([CH3:23])[CH3:25])=[O:20])[C@@H:14]([CH3:26])[CH2:13]2)[C:5]2[O:9][CH:8]=[CH:7][C:6]=2[CH:10]=1)(=[O:37])=[O:38]. The yield is 0.480. (2) The reactants are CC1(C)C2C(=C(P(C3C=CC=CC=3)C3C=CC=CC=3)C=CC=2)OC2C(P(C3C=CC=CC=3)C3C=CC=CC=3)=CC=CC1=2.C(=O)([O-])[O-].[Cs+].[Cs+].Cl[C:50]1[CH:51]=[CH:52][C:53]2[CH2:54][N:55]([CH3:67])[CH2:56][C@@H:57]([C:61]3[S:62][CH:63]=[C:64]([CH3:66])[N:65]=3)[O:58][C:59]=2[N:60]=1.[F:68][C:69]1[C:70]([NH2:83])=[N:71][C:72]([O:81][CH3:82])=[C:73]([C:75]2[CH:76]=[N:77][N:78]([CH3:80])[CH:79]=2)[CH:74]=1. The catalyst is O1CCOCC1.C([O-])(=O)C.[Pd+2].C([O-])(=O)C. The product is [F:68][C:69]1[C:70]([NH:83][C:50]2[CH:51]=[CH:52][C:53]3[CH2:54][N:55]([CH3:67])[CH2:56][C@@H:57]([C:61]4[S:62][CH:63]=[C:64]([CH3:66])[N:65]=4)[O:58][C:59]=3[N:60]=2)=[N:71][C:72]([O:81][CH3:82])=[C:73]([C:75]2[CH:76]=[N:77][N:78]([CH3:80])[CH:79]=2)[CH:74]=1. The yield is 0.290. (3) The reactants are [Br:1]Br.[CH2:3]([O:5][C:6](=[O:18])[C:7]1[CH:12]=[C:11]([C:13]([F:16])([F:15])[F:14])[CH:10]=[CH:9][C:8]=1[NH2:17])[CH3:4].S([O-])([O-])(=O)=S.[Na+].[Na+]. The catalyst is C(Cl)Cl. The product is [CH2:3]([O:5][C:6](=[O:18])[C:7]1[CH:12]=[C:11]([C:13]([F:15])([F:14])[F:16])[CH:10]=[C:9]([Br:1])[C:8]=1[NH2:17])[CH3:4]. The yield is 0.970. (4) The product is [I:19][C:16]1[C:10]2[C:11](=[N:12][CH:13]=[C:8]([S:7][C:1]3[CH:6]=[CH:5][CH:4]=[CH:3][CH:2]=3)[CH:9]=2)[NH:14][CH:15]=1. The catalyst is CN(C=O)C.O. The reactants are [C:1]1([S:7][C:8]2[CH:9]=[C:10]3[CH:16]=[CH:15][NH:14][C:11]3=[N:12][CH:13]=2)[CH:6]=[CH:5][CH:4]=[CH:3][CH:2]=1.[OH-].[K+].[I:19]I.[O-]S([O-])(=S)=O.[Na+].[Na+]. The yield is 0.980. (5) The reactants are [ClH:1].[CH2:2]1[C:10]2[C:5](=[CH:6][CH:7]=[CH:8][CH:9]=2)[CH2:4][CH:3]1[NH:11][C:12]1[N:13]=[CH:14][C:15]2[CH2:20][N:19](C(OC(C)(C)C)=[O:22])[CH2:18][C:16]=2[N:17]=1. The catalyst is O1CCCC1.O.C(OC)(C)(C)C. The product is [OH2:22].[ClH:1].[ClH:1].[CH2:4]1[C:5]2[C:10](=[CH:9][CH:8]=[CH:7][CH:6]=2)[CH2:2][CH:3]1[NH:11][C:12]1[N:13]=[CH:14][C:15]2[CH2:20][NH:19][CH2:18][C:16]=2[N:17]=1. The yield is 0.800. (6) The reactants are [CH:1]([NH:4][C:5]1[S:6][C:7]2[C:12]([N:13]=1)=[CH:11][CH:10]=[C:9]([C:14](OC)=[O:15])[N:8]=2)([CH3:3])[CH3:2].[H-].[H-].[H-].[H-].[Li+].[Al+3].CCOC(C)=O. The catalyst is C1COCC1. The product is [CH:1]([NH:4][C:5]1[S:6][C:7]2[C:12]([N:13]=1)=[CH:11][CH:10]=[C:9]([CH2:14][OH:15])[N:8]=2)([CH3:3])[CH3:2]. The yield is 0.840. (7) The reactants are [Cl:1][C:2]1[CH:7]=[CH:6][C:5]([C:8]2([OH:23])[CH2:13][CH2:12][N:11](C(OC(C)(C)C)=O)[CH2:10][C:9]2([CH3:22])[CH3:21])=[CH:4][CH:3]=1.Cl. The catalyst is O1CCOCC1. The yield is 1.00. The product is [Cl:1][C:2]1[CH:7]=[CH:6][C:5]([C:8]2([OH:23])[CH2:13][CH2:12][NH:11][CH2:10][C:9]2([CH3:21])[CH3:22])=[CH:4][CH:3]=1. (8) The reactants are [O:1]=[S:2]1(=[O:27])[CH2:7][CH2:6][CH:5]([O:8][C:9]2[CH:14]=[C:13]([CH3:15])[C:12]([C:16]3[CH:21]=[CH:20][CH:19]=[C:18]([C:22](OC)=[O:23])[CH:17]=3)=[C:11]([CH3:26])[CH:10]=2)[CH2:4][CH2:3]1.[H-].[Al+3].[Li+].[H-].[H-].[H-].O.O.O.O.O.O.O.O.O.O.[O-]S([O-])(=O)=O.[Na+].[Na+]. The catalyst is O1CCCC1. The product is [O:1]=[S:2]1(=[O:27])[CH2:3][CH2:4][CH:5]([O:8][C:9]2[CH:14]=[C:13]([CH3:15])[C:12]([C:16]3[CH:21]=[CH:20][CH:19]=[C:18]([CH2:22][OH:23])[CH:17]=3)=[C:11]([CH3:26])[CH:10]=2)[CH2:6][CH2:7]1. The yield is 0.930.